This data is from Peptide-MHC class I binding affinity with 185,985 pairs from IEDB/IMGT. The task is: Regression. Given a peptide amino acid sequence and an MHC pseudo amino acid sequence, predict their binding affinity value. This is MHC class I binding data. (1) The peptide sequence is LPTWLGAAI. The MHC is HLA-B46:01 with pseudo-sequence HLA-B46:01. The binding affinity (normalized) is 0.0847. (2) The peptide sequence is SADASTFLK. The MHC is HLA-A03:01 with pseudo-sequence HLA-A03:01. The binding affinity (normalized) is 0.741.